Dataset: Full USPTO retrosynthesis dataset with 1.9M reactions from patents (1976-2016). Task: Predict the reactants needed to synthesize the given product. (1) Given the product [C:37](#[N:38])[C:31]1[C:32](=[CH:35][CH:36]=[CH:29][CH:30]=1)[C:33]#[N:34], predict the reactants needed to synthesize it. The reactants are: OC1C=CC=C(O)C=1.ClC[Si](CCl)(C)O[Si](C)(C)C.C([O-])([O-])=O.[K+].[K+].[N+]([C:29]1[CH:30]=[C:31]([C:37]#[N:38])[C:32](=[CH:35][CH:36]=1)[C:33]#[N:34])([O-])=O.Cl. (2) Given the product [Cl:18][C:2]1[CH:3]=[C:4]([NH:8][CH2:9][C:10]([O:12][CH2:13][CH3:14])=[O:11])[CH2:5][CH2:6][CH:7]=1, predict the reactants needed to synthesize it. The reactants are: O=[C:2]1[CH2:7][CH2:6][CH2:5][C:4]([NH:8][CH2:9][C:10]([O:12][CH2:13][CH3:14])=[O:11])=[CH:3]1.C(Cl)(=O)C([Cl:18])=O. (3) Given the product [Cl:12][C:13]1[N:14]=[C:15]([NH:9][C@H:7]([C:6]2[CH:10]=[CH:11][C:3]([O:2][CH3:1])=[CH:4][CH:5]=2)[CH3:8])[CH:16]=[N:17][CH:18]=1, predict the reactants needed to synthesize it. The reactants are: [CH3:1][O:2][C:3]1[CH:11]=[CH:10][C:6]([C@@H:7]([NH2:9])[CH3:8])=[CH:5][CH:4]=1.[Cl:12][C:13]1[CH:18]=[N:17][CH:16]=[C:15](Cl)[N:14]=1.